The task is: Predict the reaction yield, written as a fraction of the theoretical maximum amount of product (1.0 means a 100% yield; for example, 0.34 means a 34% yield).. This data is from Reaction yield outcomes from USPTO patents with 853,638 reactions. (1) The reactants are CC(C)([O-])C.[Na+].Br[C:8]1[CH:15]=[C:14]([N:16]2[C:24]3[CH2:23][C:22]([CH3:26])([CH3:25])[CH2:21][C:20](=[O:27])[C:19]=3[C:18]([CH3:28])=[N:17]2)[CH:13]=[CH:12][C:9]=1[C:10]#[N:11].[CH3:29][O:30][C:31]1[CH:32]=[C:33]([CH:35]=[C:36]([O:40][CH3:41])[C:37]=1[O:38][CH3:39])[NH2:34]. The catalyst is C1(C)C=CC=CC=1.C(OCC)(=O)C.C([O-])(=O)C.[Pd+2].C([O-])(=O)C.C1(P(C2C=CC=CC=2)[C-]2C=CC=C2)C=CC=CC=1.[C-]1(P(C2C=CC=CC=2)C2C=CC=CC=2)C=CC=C1.[Fe+2]. The product is [CH3:25][C:22]1([CH3:26])[CH2:23][C:24]2[N:16]([C:14]3[CH:13]=[CH:12][C:9]([C:10]#[N:11])=[C:8]([NH:34][C:33]4[CH:35]=[C:36]([O:40][CH3:41])[C:37]([O:38][CH3:39])=[C:31]([O:30][CH3:29])[CH:32]=4)[CH:15]=3)[N:17]=[C:18]([CH3:28])[C:19]=2[C:20](=[O:27])[CH2:21]1. The yield is 0.820. (2) The reactants are [Cl:1][C:2]1[CH:7]=[CH:6][C:5]([C:8]2[N:12]([C:13]3[CH:18]=[CH:17][C:16]([Cl:19])=[CH:15][C:14]=3[Cl:20])[N:11]=[C:10]([C:21](Cl)=[O:22])[C:9]=2[CH3:24])=[CH:4][CH:3]=1.[N:25]1([C:31]([NH2:33])=[O:32])[CH2:30][CH2:29][CH2:28][CH2:27][CH2:26]1.C[Si]([N-][Si](C)(C)C)(C)C.[Li+]. The product is [N:25]1([C:31]([NH:33][C:21]([C:10]2[C:9]([CH3:24])=[C:8]([C:5]3[CH:4]=[CH:3][C:2]([Cl:1])=[CH:7][CH:6]=3)[N:12]([C:13]3[CH:18]=[CH:17][C:16]([Cl:19])=[CH:15][C:14]=3[Cl:20])[N:11]=2)=[O:22])=[O:32])[CH2:30][CH2:29][CH2:28][CH2:27][CH2:26]1. No catalyst specified. The yield is 0.980. (3) The reactants are [Cl:1][C:2]1[CH:3]=[CH:4][C:5]([N:13]2[CH2:18][CH2:17][NH:16][CH2:15][CH2:14]2)=[C:6]2[C:11]=1[N:10]=[C:9]([CH3:12])[CH:8]=[CH:7]2.Cl[CH2:20][C:21]([C:23]1[CH:24]=[CH:25][C:26]2[O:31][CH2:30][C:29](=[O:32])[NH:28][C:27]=2[CH:33]=1)=[O:22]. No catalyst specified. The product is [Cl:1][C:2]1[CH:3]=[CH:4][C:5]([N:13]2[CH2:18][CH2:17][N:16]([CH2:20][C:21]([C:23]3[CH:24]=[CH:25][C:26]4[O:31][CH2:30][C:29](=[O:32])[NH:28][C:27]=4[CH:33]=3)=[O:22])[CH2:15][CH2:14]2)=[C:6]2[C:11]=1[N:10]=[C:9]([CH3:12])[CH:8]=[CH:7]2. The yield is 0.460. (4) The reactants are [Cl:1][C:2]1[CH:3]=[C:4]([S:8]([N:11]2[C:15]([C:16]3[CH:21]=[CH:20][CH:19]=[CH:18][CH:17]=3)=[CH:14][C:13]([CH:22]=O)=[C:12]2[CH3:24])(=[O:10])=[O:9])[CH:5]=[CH:6][CH:7]=1.[Cl-].C[NH3+].[C:28]([BH3-])#[N:29].[Na+]. No catalyst specified. The product is [ClH:1].[Cl:1][C:2]1[CH:3]=[C:4]([S:8]([N:11]2[C:15]([C:16]3[CH:21]=[CH:20][CH:19]=[CH:18][CH:17]=3)=[CH:14][C:13]([CH2:22][NH:29][CH3:28])=[C:12]2[CH3:24])(=[O:10])=[O:9])[CH:5]=[CH:6][CH:7]=1. The yield is 0.340.